The task is: Predict the reaction yield, written as a fraction of the theoretical maximum amount of product (1.0 means a 100% yield; for example, 0.34 means a 34% yield).. This data is from Reaction yield outcomes from USPTO patents with 853,638 reactions. The reactants are [CH3:1][O:2][C:3]1[C:4](=[O:28])[C:5]([C:24]([O:26]C)=[O:25])=[N:6][N:7]([C:9]2[C:22]([F:23])=[CH:21][C:12]3[O:13][C:14]([F:20])([F:19])[C:15]([F:18])([F:17])[O:16][C:11]=3[CH:10]=2)[CH:8]=1.[OH-].[Na+].Cl. The catalyst is CO. The yield is 0.940. The product is [CH3:1][O:2][C:3]1[C:4](=[O:28])[C:5]([C:24]([OH:26])=[O:25])=[N:6][N:7]([C:9]2[C:22]([F:23])=[CH:21][C:12]3[O:13][C:14]([F:20])([F:19])[C:15]([F:18])([F:17])[O:16][C:11]=3[CH:10]=2)[CH:8]=1.